Dataset: Forward reaction prediction with 1.9M reactions from USPTO patents (1976-2016). Task: Predict the product of the given reaction. Given the reactants [CH3:1][N:2](C)[C:3](Cl)=O.[CH2:7]([NH:13][C:14](=O)[CH3:15])[CH2:8][CH2:9][CH2:10]CC.[OH-].[Na+].C(=O)([O-])[O-].[Ca+2], predict the reaction product. The product is: [CH3:1][N:2]([CH3:3])[C:14](=[N:13][CH2:7][CH2:8][CH2:9][CH3:10])[CH3:15].